From a dataset of Forward reaction prediction with 1.9M reactions from USPTO patents (1976-2016). Predict the product of the given reaction. (1) The product is: [CH2:17]([NH:19][C:20]([NH:1][C:2]1[S:3][CH:4]=[C:5]([C:7]2[CH:8]=[CH:9][C:10]([C:11]([O:13][CH3:14])=[O:12])=[CH:15][CH:16]=2)[N:6]=1)=[O:21])[CH3:18]. Given the reactants [NH2:1][C:2]1[S:3][CH:4]=[C:5]([C:7]2[CH:16]=[CH:15][C:10]([C:11]([O:13][CH3:14])=[O:12])=[CH:9][CH:8]=2)[N:6]=1.[CH2:17]([N:19]=[C:20]=[O:21])[CH3:18], predict the reaction product. (2) The product is: [C:51]([CH2:50][CH2:79][CH2:80][N:8]([CH3:48])[C@H:9]([C:13]([NH:15][C@H:16]([C:20]([N:22]([C@@H:24]([C@@H:44]([CH3:47])[CH2:45][CH3:46])[C@H:25]([O:42][CH3:43])[CH2:26][C:27]([N:29]1[CH2:33][CH2:32][CH2:31][C@H:30]1[C@H:34]([O:40][CH3:41])[C@@H:35]([CH3:36])[C:37]([NH:56][C@@:57]1([C:66](=[O:67])[NH2:68])[CH2:59][C@@H:58]1[C:60]1[CH:65]=[CH:64][CH:63]=[CH:62][CH:61]=1)=[O:39])=[O:28])[CH3:23])=[O:21])[CH:17]([CH3:18])[CH3:19])=[O:14])[CH:10]([CH3:12])[CH3:11])([OH:53])=[O:52]. Given the reactants C(OC([N:8]([CH3:48])[C@H:9]([C:13]([NH:15][C@H:16]([C:20]([N:22]([C@@H:24]([C@@H:44]([CH3:47])[CH2:45][CH3:46])[C@H:25]([O:42][CH3:43])[CH2:26][C:27]([N:29]1[CH2:33][CH2:32][CH2:31][C@H:30]1[C@H:34]([O:40][CH3:41])[C@H:35]([C:37]([OH:39])=O)[CH3:36])=[O:28])[CH3:23])=[O:21])[CH:17]([CH3:19])[CH3:18])=[O:14])[CH:10]([CH3:12])[CH3:11])=O)(C)(C)C.F[C:50](F)(F)[C:51]([OH:53])=[O:52].[NH2:56][C@@:57]1([C:66]([NH2:68])=[O:67])[CH2:59][C@@H:58]1[C:60]1[CH:65]=[CH:64][CH:63]=[CH:62][CH:61]=1.F[P-](F)(F)(F)(F)F.N1(OC(N(C)C)=[N+](C)C)[C:80]2N=CC=C[C:79]=2N=N1.FC(F)(F)C(O)=O.FC(F)(F)C([O-])=O.O=CCCC(O)=O.C([BH3-])#N.[Na+], predict the reaction product.